Predict the reactants needed to synthesize the given product. From a dataset of Full USPTO retrosynthesis dataset with 1.9M reactions from patents (1976-2016). Given the product [F:1][C:2]([F:10])([F:9])[C:3]([CH3:8])([CH3:7])[C:4]([O:6][CH2:12][C:13]1[CH:22]=[CH:21][C:20]2[C:15](=[CH:16][CH:17]=[CH:18][CH:19]=2)[CH:14]=1)=[O:5], predict the reactants needed to synthesize it. The reactants are: [F:1][C:2]([F:10])([F:9])[C:3]([CH3:8])([CH3:7])[C:4]([OH:6])=[O:5].Br[CH2:12][C:13]1[CH:22]=[CH:21][C:20]2[C:15](=[CH:16][CH:17]=[CH:18][CH:19]=2)[CH:14]=1.C(=O)([O-])[O-].[K+].[K+].